Dataset: Peptide-MHC class II binding affinity with 134,281 pairs from IEDB. Task: Regression. Given a peptide amino acid sequence and an MHC pseudo amino acid sequence, predict their binding affinity value. This is MHC class II binding data. The peptide sequence is KDFTFVCPTEIVEFAKLAKQ. The MHC is DRB1_1502 with pseudo-sequence QEFFIASGAAVDAIMWPRFDYFDIQAATYHVGFT. The binding affinity (normalized) is 0.373.